From a dataset of Forward reaction prediction with 1.9M reactions from USPTO patents (1976-2016). Predict the product of the given reaction. (1) Given the reactants S([O-])([O-])(=O)=O.[Na+].[Na+].[NH2:8][C:9]1[C:22]([Br:23])=[CH:21][C:20]([Cl:24])=[CH:19][C:10]=1[C:11]([NH:13][CH:14]([CH:16]1[CH2:18][CH2:17]1)[CH3:15])=[O:12].[Br:25][C:26]1[CH:30]=[C:29]([C:31](OC2C=CC=CC=2)=[O:32])[N:28]([C:40]2[C:45]([Cl:46])=[CH:44][CH:43]=[CH:42][N:41]=2)[N:27]=1.CC(C)([O-])C.[K+], predict the reaction product. The product is: [Br:25][C:26]1[CH:30]=[C:29]([C:31]([NH:8][C:9]2[C:10]([C:11](=[O:12])[NH:13][CH:14]([CH:16]3[CH2:18][CH2:17]3)[CH3:15])=[CH:19][C:20]([Cl:24])=[CH:21][C:22]=2[Br:23])=[O:32])[N:28]([C:40]2[C:45]([Cl:46])=[CH:44][CH:43]=[CH:42][N:41]=2)[N:27]=1. (2) Given the reactants [ClH:1].[CH3:2][N:3]([CH3:55])[S:4]([C:7]1[CH:12]=[CH:11][C:10]([C:13]2[CH:18]=[CH:17][C:16]([CH2:19][C@H:20]([NH:36][C:37]([C@H:39]3[CH2:44][CH2:43][C@H:42]([CH2:45][NH:46]C(=O)OC(C)(C)C)[CH2:41][CH2:40]3)=[O:38])[C:21]([NH:23][C:24]3[CH:29]=[CH:28][C:27]([C:30]4[N:31]=[N:32][NH:33][N:34]=4)=[C:26]([F:35])[CH:25]=3)=[O:22])=[CH:15][CH:14]=2)=[C:9]([CH3:54])[CH:8]=1)(=[O:6])=[O:5].C(#N)C, predict the reaction product. The product is: [ClH:1].[NH2:46][CH2:45][C@H:42]1[CH2:41][CH2:40][C@H:39]([C:37]([NH:36][C@@H:20]([CH2:19][C:16]2[CH:15]=[CH:14][C:13]([C:10]3[CH:11]=[CH:12][C:7]([S:4](=[O:6])(=[O:5])[N:3]([CH3:2])[CH3:55])=[CH:8][C:9]=3[CH3:54])=[CH:18][CH:17]=2)[C:21]([NH:23][C:24]2[CH:29]=[CH:28][C:27]([C:30]3[N:34]=[N:33][NH:32][N:31]=3)=[C:26]([F:35])[CH:25]=2)=[O:22])=[O:38])[CH2:44][CH2:43]1.